From a dataset of Catalyst prediction with 721,799 reactions and 888 catalyst types from USPTO. Predict which catalyst facilitates the given reaction. (1) Reactant: CS(O[CH2:6][C:7]1[C:15]2[O:14][C:13]([CH:16]([CH3:18])[CH3:17])=[CH:12][C:11]=2[CH:10]=[C:9]([S:19]([CH3:22])(=[O:21])=[O:20])[CH:8]=1)(=O)=O.C([O-])([O-])=O.[K+].[K+].[CH3:29][C:30]1[CH:34]=[C:33]([C:35]([O:37][CH2:38][CH3:39])=[O:36])[NH:32][N:31]=1. Product: [CH3:29][C:30]1[N:31]([CH2:6][C:7]2[C:15]3[O:14][C:13]([CH:16]([CH3:18])[CH3:17])=[CH:12][C:11]=3[CH:10]=[C:9]([S:19]([CH3:22])(=[O:21])=[O:20])[CH:8]=2)[N:32]=[C:33]([C:35]([O:37][CH2:38][CH3:39])=[O:36])[CH:34]=1. The catalyst class is: 303. (2) Reactant: [NH2:1][C:2]1[CH:7]=[CH:6][CH:5]=[CH:4][C:3]=1[CH2:8][CH2:9][OH:10].C(N(CC)CC)C.[Br:18][CH2:19][CH2:20][CH2:21][CH2:22][C:23](Cl)=[O:24]. Product: [Br:18][CH2:19][CH2:20][CH2:21][CH2:22][C:23]([NH:1][C:2]1[CH:7]=[CH:6][CH:5]=[CH:4][C:3]=1[CH2:8][CH2:9][OH:10])=[O:24]. The catalyst class is: 4.